This data is from Full USPTO retrosynthesis dataset with 1.9M reactions from patents (1976-2016). The task is: Predict the reactants needed to synthesize the given product. Given the product [O:1]1[CH:5]=[CH:4][CH:3]=[C:2]1[CH2:6][NH:7][C:8](=[O:19])[C:9]1[CH:14]=[C:13]([N+:15]([O-:17])=[O:16])[CH:12]=[CH:11][C:10]=1[O:27][C:23]1[CH:22]=[C:21]([Cl:20])[CH:26]=[N:25][CH:24]=1, predict the reactants needed to synthesize it. The reactants are: [O:1]1[CH:5]=[CH:4][CH:3]=[C:2]1[CH2:6][NH:7][C:8](=[O:19])[C:9]1[CH:14]=[C:13]([N+:15]([O-:17])=[O:16])[CH:12]=[CH:11][C:10]=1F.[Cl:20][C:21]1[CH:22]=[C:23]([OH:27])[CH:24]=[N:25][CH:26]=1.C([O-])([O-])=O.[K+].[K+].